Dataset: Catalyst prediction with 721,799 reactions and 888 catalyst types from USPTO. Task: Predict which catalyst facilitates the given reaction. (1) Reactant: I[C:2]1[CH:7]=[CH:6][C:5]([C:8]2[O:12][N:11]=[C:10]([CH3:13])[N:9]=2)=[CH:4][CH:3]=1.[CH:14]1([CH2:17][NH:18][C:19](=[O:36])[C:20]2[CH:25]=[CH:24][C:23]([CH3:26])=[C:22](B3OC(C)(C)C(C)(C)O3)[CH:21]=2)[CH2:16]C1. Product: [CH:17]1([NH:18][C:19]([C:20]2[CH:21]=[C:22]([C:2]3[CH:7]=[CH:6][C:5]([C:8]4[O:12][N:11]=[C:10]([CH3:13])[N:9]=4)=[CH:4][CH:3]=3)[C:23]([CH3:26])=[CH:24][CH:25]=2)=[O:36])[CH2:14][CH2:16]1. The catalyst class is: 3. (2) Reactant: Cl[C:2]1[N:3]=[C:4]2[CH:25]=[C:24]([Cl:26])[CH:23]=[N:22][C:5]2=[N:6][C:7]=1[N:8]1[CH2:13][CH2:12][N:11]([C:14]([O:16][C:17]([CH3:20])([CH3:19])[CH3:18])=[O:15])[C@@H:10]([CH3:21])[CH2:9]1.O.[NH2:28][NH2:29]. Product: [Cl:26][C:24]1[CH:23]=[N:22][C:5]2=[N:6][C:7]([N:8]3[CH2:13][CH2:12][N:11]([C:14]([O:16][C:17]([CH3:20])([CH3:18])[CH3:19])=[O:15])[C@@H:10]([CH3:21])[CH2:9]3)=[C:2]([NH:28][NH2:29])[N:3]=[C:4]2[CH:25]=1. The catalyst class is: 14. (3) Reactant: [C:1]([C:5]1[C:6](=[O:17])[NH:7][C:8]2[C:13]([N:14]=1)=[CH:12][CH:11]=[C:10]([O:15][CH3:16])[CH:9]=2)([CH3:4])([CH3:3])[CH3:2].Br[CH2:19][CH2:20][C:21]([CH3:24])([CH3:23])[CH3:22].C(=O)([O-])[O-].[Cs+].[Cs+]. Product: [C:1]([C:5]1[C:6](=[O:17])[N:7]([CH2:19][CH2:20][C:21]([CH3:24])([CH3:23])[CH3:22])[C:8]2[C:13]([N:14]=1)=[CH:12][CH:11]=[C:10]([O:15][CH3:16])[CH:9]=2)([CH3:4])([CH3:2])[CH3:3]. The catalyst class is: 3. (4) Reactant: [Cl:1][C:2]1[CH:3]=[C:4]([NH:20][C:21]2[C:22]3[N:29]([CH2:30][CH2:31][NH:32]C(=O)OC(C)(C)C)[CH:28]=[CH:27][C:23]=3[N:24]=[CH:25][N:26]=2)[CH:5]=[CH:6][C:7]=1[O:8][C:9]1[CH:14]=[CH:13][CH:12]=[C:11]([O:15][C:16]([F:19])([F:18])[F:17])[CH:10]=1.[ClH:40].O1CCCC1. Product: [ClH:1].[ClH:40].[NH2:32][CH2:31][CH2:30][N:29]1[C:22]2[C:21]([NH:20][C:4]3[CH:5]=[CH:6][C:7]([O:8][C:9]4[CH:14]=[CH:13][CH:12]=[C:11]([O:15][C:16]([F:19])([F:18])[F:17])[CH:10]=4)=[C:2]([Cl:1])[CH:3]=3)=[N:26][CH:25]=[N:24][C:23]=2[CH:27]=[CH:28]1. The catalyst class is: 8. (5) Reactant: Br[C:2]1[N:7]=[C:6]2[C:8]([C:11]([NH:13][C:14]([CH3:17])([CH3:16])[CH3:15])=[O:12])=[CH:9][NH:10][C:5]2=[N:4][CH:3]=1.[CH:18]1[C:27]2[C:22](=[CH:23][CH:24]=[CH:25][C:26]=2B(O)O)[CH:21]=[CH:20][N:19]=1.CC(C1C=C(C(C)C)C(C2C=CC=CC=2P(C2CCCCC2)C2CCCCC2)=C(C(C)C)C=1)C.C([O-])([O-])=O.[Na+].[Na+]. Product: [C:14]([NH:13][C:11]([C:8]1[C:6]2=[N:7][C:2]([C:26]3[CH:25]=[CH:24][CH:23]=[C:22]4[C:27]=3[CH:18]=[N:19][CH:20]=[CH:21]4)=[CH:3][N:4]=[C:5]2[NH:10][CH:9]=1)=[O:12])([CH3:17])([CH3:16])[CH3:15]. The catalyst class is: 333. (6) Reactant: [CH2:1]([O:3][C:4]([C:6]1[CH:7]=[N:8][NH:9][CH:10]=1)=[O:5])[CH3:2].[C:11]1([C@H:17](O)[CH3:18])[CH:16]=[CH:15][CH:14]=[CH:13][CH:12]=1.C1(P(C2C=CC=CC=2)C2C=CC=CC=2)C=CC=CC=1.N(C(OC(C)C)=O)=NC(OC(C)C)=O. Product: [CH2:1]([O:3][C:4]([C:6]1[CH:7]=[N:8][N:9]([C@H:17]([C:11]2[CH:16]=[CH:15][CH:14]=[CH:13][CH:12]=2)[CH3:18])[CH:10]=1)=[O:5])[CH3:2]. The catalyst class is: 7. (7) Reactant: [CH:1]([P:4]([CH2:9][CH2:10][N:11](CC1C=CC(OC)=CC=1)[C:12](=[O:18])[O:13][C:14]([CH3:17])([CH3:16])[CH3:15])([CH:6]([CH3:8])[CH3:7])=[O:5])([CH3:3])[CH3:2].O=[N+]([O-])[O-].[O-][N+](=O)[O-].[O-][N+](=O)[O-].[O-][N+](=O)[O-].[O-][N+](=O)[O-].[O-][N+](=O)[O-].[Ce+4].[NH4+].[NH4+]. Product: [CH:1]([P:4]([CH2:9][CH2:10][NH:11][C:12](=[O:18])[O:13][C:14]([CH3:17])([CH3:15])[CH3:16])([CH:6]([CH3:7])[CH3:8])=[O:5])([CH3:3])[CH3:2]. The catalyst class is: 144. (8) Reactant: [C:1]([O:5][C:6]([N:8]1[CH2:15][CH:14]2[NH:16][CH:10]([CH2:11][C:12](=[O:17])[CH2:13]2)[CH2:9]1)=[O:7])([CH3:4])([CH3:3])[CH3:2].CCN(CC)CC.[Cl:25][C:26]1[CH:31]=[CH:30][C:29]([S:32](Cl)(=[O:34])=[O:33])=[CH:28][CH:27]=1. Product: [C:1]([O:5][C:6]([N:8]1[CH2:15][CH:14]2[N:16]([S:32]([C:29]3[CH:30]=[CH:31][C:26]([Cl:25])=[CH:27][CH:28]=3)(=[O:34])=[O:33])[CH:10]([CH2:11][C:12](=[O:17])[CH2:13]2)[CH2:9]1)=[O:7])([CH3:4])([CH3:2])[CH3:3]. The catalyst class is: 2.